Dataset: Catalyst prediction with 721,799 reactions and 888 catalyst types from USPTO. Task: Predict which catalyst facilitates the given reaction. (1) Reactant: [OH:1]S(O)(=O)=O.N[C:7]1[CH:12]=[CH:11][C:10]([S:13]([NH:16][C:17]2[S:18][C:19]([CH3:22])=[N:20][N:21]=2)(=[O:15])=[O:14])=[CH:9][CH:8]=1.N([O-])=O.[Na+]. Product: [OH:1][C:7]1[CH:12]=[CH:11][C:10]([S:13]([NH:16][C:17]2[S:18][C:19]([CH3:22])=[N:20][N:21]=2)(=[O:15])=[O:14])=[CH:9][CH:8]=1. The catalyst class is: 6. (2) Reactant: [N+:1]([C:4]1[CH:5]=[C:6]([CH:15]=[CH:16][CH:17]=1)[C:7]([C:9]1[CH:10]=[N:11][CH:12]=[CH:13][CH:14]=1)=[O:8])([O-])=O.[Sn](Cl)Cl.O.[OH-].[Na+]. Product: [NH2:1][C:4]1[CH:5]=[C:6]([CH:15]=[CH:16][CH:17]=1)[C:7]([C:9]1[CH:10]=[N:11][CH:12]=[CH:13][CH:14]=1)=[O:8]. The catalyst class is: 361. (3) The catalyst class is: 128. Product: [F:21][C:22]1[C:30]2[C:29]([NH2:31])=[CH:28][C:27]([C:2]3[CH:3]=[C:4]4[CH:10]=[N:9][N:8]([S:11]([C:14]5[CH:19]=[CH:18][C:17]([CH3:20])=[CH:16][CH:15]=5)(=[O:13])=[O:12])[C:5]4=[N:6][CH:7]=3)=[CH:26][C:25]=2[N:24]([S:36]([C:39]2[CH:40]=[CH:41][CH:42]=[CH:43][CH:44]=2)(=[O:37])=[O:38])[N:23]=1. Reactant: Br[C:2]1[CH:3]=[C:4]2[CH:10]=[N:9][N:8]([S:11]([C:14]3[CH:19]=[CH:18][C:17]([CH3:20])=[CH:16][CH:15]=3)(=[O:13])=[O:12])[C:5]2=[N:6][CH:7]=1.[F:21][C:22]1[C:30]2[C:29]([NH2:31])=[CH:28][C:27]([Sn](C)(C)C)=[CH:26][C:25]=2[N:24]([S:36]([C:39]2[CH:44]=[CH:43][CH:42]=[CH:41][CH:40]=2)(=[O:38])=[O:37])[N:23]=1. (4) Reactant: [NH2:1][C:2]1[CH:3]=[CH:4][CH:5]=[C:6]2[C:11]=1[CH2:10][CH:9]([OH:12])[CH2:8][CH2:7]2.N1C=CC=CC=1.Cl[C:20]([O:22][C:23]1[CH:28]=[CH:27][CH:26]=[CH:25][CH:24]=1)=[O:21].O. Product: [OH:12][CH:9]1[CH2:10][C:11]2[C:2]([NH:1][C:20](=[O:21])[O:22][C:23]3[CH:28]=[CH:27][CH:26]=[CH:25][CH:24]=3)=[CH:3][CH:4]=[CH:5][C:6]=2[CH2:7][CH2:8]1. The catalyst class is: 1. (5) Reactant: Br.Br[CH2:3][C:4]([C:6]1[CH:11]=[CH:10][N:9]=[CH:8][CH:7]=1)=O.[CH3:12][N:13]([CH3:27])[CH2:14][CH2:15][O:16][C:17]1[CH:22]=[CH:21][C:20]([NH:23][C:24]([NH2:26])=[S:25])=[CH:19][CH:18]=1.N. Product: [CH3:12][N:13]([CH3:27])[CH2:14][CH2:15][O:16][C:17]1[CH:22]=[CH:21][C:20]([NH:23][C:24]2[S:25][CH:3]=[C:4]([C:6]3[CH:11]=[CH:10][N:9]=[CH:8][CH:7]=3)[N:26]=2)=[CH:19][CH:18]=1. The catalyst class is: 88. (6) Reactant: CN(C(ON1N=NC2C=CC=NC1=2)=[N+](C)C)C.F[P-](F)(F)(F)(F)F.[NH2:25][C:26]1[C:27]([C:36]([OH:38])=O)=[CH:28][C:29]2[C:34]([CH:35]=1)=[CH:33][CH:32]=[CH:31][CH:30]=2.Cl.[C:40]1([CH2:46][NH:47][C@H:48]([C:50]([O:52][CH3:53])=[O:51])[CH3:49])[CH:45]=[CH:44][CH:43]=[CH:42][CH:41]=1.C(N(C(C)C)CC)(C)C. Product: [NH2:25][C:26]1[C:27]([C:36]([N:47]([CH2:46][C:40]2[CH:41]=[CH:42][CH:43]=[CH:44][CH:45]=2)[C@H:48]([C:50]([O:52][CH3:53])=[O:51])[CH3:49])=[O:38])=[CH:28][C:29]2[C:34]([CH:35]=1)=[CH:33][CH:32]=[CH:31][CH:30]=2. The catalyst class is: 3.